Dataset: Peptide-MHC class I binding affinity with 185,985 pairs from IEDB/IMGT. Task: Regression. Given a peptide amino acid sequence and an MHC pseudo amino acid sequence, predict their binding affinity value. This is MHC class I binding data. (1) The peptide sequence is YTLLGCWSFV. The MHC is HLA-A02:01 with pseudo-sequence HLA-A02:01. The binding affinity (normalized) is 0.438. (2) The peptide sequence is YIFRNTINM. The MHC is HLA-A02:01 with pseudo-sequence HLA-A02:01. The binding affinity (normalized) is 0.500. (3) The peptide sequence is LSAIALGVA. The MHC is HLA-B15:01 with pseudo-sequence HLA-B15:01. The binding affinity (normalized) is 0. (4) The peptide sequence is NQQGITPNY. The MHC is HLA-A31:01 with pseudo-sequence HLA-A31:01. The binding affinity (normalized) is 0.0847. (5) The peptide sequence is QMRVRYYGL. The MHC is HLA-B58:01 with pseudo-sequence HLA-B58:01. The binding affinity (normalized) is 0.0847. (6) The peptide sequence is NTLTLAVPY. The MHC is HLA-A24:02 with pseudo-sequence HLA-A24:02. The binding affinity (normalized) is 0.